From a dataset of Full USPTO retrosynthesis dataset with 1.9M reactions from patents (1976-2016). Predict the reactants needed to synthesize the given product. (1) Given the product [F:29][C:27]1[C:25](=[O:26])[NH:24][C:22](=[O:23])[N:21]([CH:28]=1)[C@@H:19]1[O:20][C@H:16]([CH3:15])[C@@H:17]([OH:31])[C@H:18]1[OH:30], predict the reactants needed to synthesize it. The reactants are: C([SnH](CCCC)CCCC)CCC.I[CH2:15][C@H:16]1[O:20][C@@H:19]([N:21]2[CH:28]=[C:27]([F:29])[C:25](=[O:26])[NH:24][C:22]2=[O:23])[C@H:18]([OH:30])[C@@H:17]1[OH:31].CO. (2) Given the product [CH3:24][O:23][C:20]1[CH:19]=[CH:18][C:17]([CH2:16][NH:15][C:14]([C:11]2([NH2:26])[CH2:12][CH2:13][NH:8][CH2:9][CH2:10]2)=[O:25])=[CH:22][CH:21]=1, predict the reactants needed to synthesize it. The reactants are: C(OC([N:8]1[CH2:13][CH2:12][C:11]([NH:26]C(OC(C)(C)C)=O)([C:14](=[O:25])[NH:15][CH2:16][C:17]2[CH:22]=[CH:21][C:20]([O:23][CH3:24])=[CH:19][CH:18]=2)[CH2:10][CH2:9]1)=O)(C)(C)C. (3) Given the product [F:13][C:14]1[CH:15]=[C:16]([CH:19]=[C:20]([F:22])[C:21]=1[CH:49]([OH:50])[CH2:48][CH2:47][C:45]1[N:44]=[CH:43][N:42]([C:23]([C:36]2[CH:37]=[CH:38][CH:39]=[CH:40][CH:41]=2)([C:30]2[CH:31]=[CH:32][CH:33]=[CH:34][CH:35]=2)[C:24]2[CH:29]=[CH:28][CH:27]=[CH:26][CH:25]=2)[CH:46]=1)[C:17]#[N:18], predict the reactants needed to synthesize it. The reactants are: C(NC(C)C)(C)C.[Li]CCCC.[F:13][C:14]1[CH:15]=[C:16]([CH:19]=[C:20]([F:22])[CH:21]=1)[C:17]#[N:18].[C:23]([N:42]1[CH:46]=[C:45]([CH2:47][CH2:48][CH:49]=[O:50])[N:44]=[CH:43]1)([C:36]1[CH:41]=[CH:40][CH:39]=[CH:38][CH:37]=1)([C:30]1[CH:35]=[CH:34][CH:33]=[CH:32][CH:31]=1)[C:24]1[CH:29]=[CH:28][CH:27]=[CH:26][CH:25]=1. (4) Given the product [C:1]([C:3]1[CH:8]=[CH:7][C:6]([CH2:9][O:10][S:19]([CH3:18])(=[O:21])=[O:20])=[C:5]([F:11])[CH:4]=1)#[CH:2], predict the reactants needed to synthesize it. The reactants are: [C:1]([C:3]1[CH:8]=[CH:7][C:6]([CH2:9][OH:10])=[C:5]([F:11])[CH:4]=1)#[CH:2].N1C=CC=CC=1.[CH3:18][S:19](O[S:19]([CH3:18])(=[O:21])=[O:20])(=[O:21])=[O:20]. (5) Given the product [CH2:1]([O:3][C:4]1[C:9]([O:10][CH3:11])=[CH:8][C:7]2[C:19]([C:21]3[CH:22]=[C:23]([CH:28]=[CH:29][CH:30]=3)[C:24]([O:26][CH3:27])=[O:25])=[N:18][C@@H:17]3[CH2:16][CH2:15][S:14][CH2:13][C@@H:12]3[C:6]=2[CH:5]=1)[CH3:2], predict the reactants needed to synthesize it. The reactants are: [CH2:1]([O:3][C:4]1[CH:5]=[C:6]([C@@H:12]2[C@H:17]([NH:18][C:19]([C:21]3[CH:22]=[C:23]([CH:28]=[CH:29][CH:30]=3)[C:24]([O:26][CH3:27])=[O:25])=O)[CH2:16][CH2:15][S:14][CH2:13]2)[CH:7]=[CH:8][C:9]=1[O:10][CH3:11])[CH3:2].ClC1C=CC=CN=1.O=P(Cl)(Cl)Cl. (6) Given the product [CH:14]1([N:11]2[CH2:12][CH2:13][CH:9]([C:7](=[O:8])[C:6]3[CH:21]=[CH:22][C:3]([CH2:2][N:23]4[CH2:28][CH2:27][CH2:26][CH2:25][CH2:24]4)=[CH:4][CH:5]=3)[C:10]2=[O:20])[CH2:19][CH2:18][CH2:17][CH2:16][CH2:15]1, predict the reactants needed to synthesize it. The reactants are: Cl[CH2:2][C:3]1[CH:22]=[CH:21][C:6]([C:7]([CH:9]2[CH2:13][CH2:12][N:11]([CH:14]3[CH2:19][CH2:18][CH2:17][CH2:16][CH2:15]3)[C:10]2=[O:20])=[O:8])=[CH:5][CH:4]=1.[NH:23]1[CH2:28][CH2:27][CH2:26][CH2:25][CH2:24]1.[I-].[K+].